From a dataset of Catalyst prediction with 721,799 reactions and 888 catalyst types from USPTO. Predict which catalyst facilitates the given reaction. (1) Reactant: [C:1]1([NH:7][C:8]2[CH:20]=[CH:19][C:11]3[O:12][C:13]4[CH:18]=[CH:17][CH:16]=[CH:15][C:14]=4[C:10]=3[CH:9]=2)[CH:6]=[CH:5][CH:4]=[CH:3][CH:2]=1.[Br:21][C:22]1[CH:27]=[CH:26][CH:25]=[C:24](I)[CH:23]=1.C1(P(C2C=CC=CC=2)C2C=CC=CC=2)C=CC=CC=1.CC(C)([O-])C.[Na+]. Product: [Br:21][C:22]1[CH:23]=[C:24]([N:7]([C:1]2[CH:6]=[CH:5][CH:4]=[CH:3][CH:2]=2)[C:8]2[CH:20]=[CH:19][C:11]3[O:12][C:13]4[CH:18]=[CH:17][CH:16]=[CH:15][C:14]=4[C:10]=3[CH:9]=2)[CH:25]=[CH:26][CH:27]=1. The catalyst class is: 222. (2) Reactant: C1C=CC(P(C2C=CC=CC=2)C2C=CC=CC=2)=CC=1.N1C=CN=C1.[I:25]I.[CH2:27]([O:34][C:35]1[CH:40]=[C:39]([F:41])[C:38]([F:42])=[CH:37][C:36]=1[CH2:43][CH2:44]O)[C:28]1[CH:33]=[CH:32][CH:31]=[CH:30][CH:29]=1. Product: [CH2:27]([O:34][C:35]1[CH:40]=[C:39]([F:41])[C:38]([F:42])=[CH:37][C:36]=1[CH2:43][CH2:44][I:25])[C:28]1[CH:33]=[CH:32][CH:31]=[CH:30][CH:29]=1. The catalyst class is: 2. (3) Reactant: [Cl:1][C:2]1[S:6][C:5]([S:7]([N:10]([C:19]2[C:27]3[C:22](=[CH:23][CH:24]=[CH:25][C:26]=3[O:28][CH3:29])[NH:21][N:20]=2)COCC[Si](C)(C)C)(=[O:9])=[O:8])=[CH:4][CH:3]=1.Br[CH2:31][C:32]1[CH:37]=[CH:36][C:35]([S:38]([NH2:41])(=[O:40])=[O:39])=[CH:34][CH:33]=1.C(=O)([O-])[O-].[K+].[K+]. Product: [NH2:41][S:38]([C:35]1[CH:36]=[CH:37][C:32]([CH2:31][N:21]2[C:22]3[C:27](=[C:26]([O:28][CH3:29])[CH:25]=[CH:24][CH:23]=3)[C:19]([NH:10][S:7]([C:5]3[S:6][C:2]([Cl:1])=[CH:3][CH:4]=3)(=[O:9])=[O:8])=[N:20]2)=[CH:33][CH:34]=1)(=[O:39])=[O:40]. The catalyst class is: 3.